Dataset: Reaction yield outcomes from USPTO patents with 853,638 reactions. Task: Predict the reaction yield, written as a fraction of the theoretical maximum amount of product (1.0 means a 100% yield; for example, 0.34 means a 34% yield). (1) The reactants are [C:1]([C:3]1[CH:4]=[C:5]([B:9]([OH:11])[OH:10])[CH:6]=[CH:7][CH:8]=1)#[N:2].[CH2:12](O)[CH2:13][OH:14].CCCCCC. The catalyst is C1COCC1. The product is [B:9]([O:11][CH2:12][CH2:13][OH:14])([OH:10])[C:5]1[CH:6]=[CH:7][CH:8]=[C:3]([C:1]#[N:2])[CH:4]=1. The yield is 1.00. (2) The reactants are [F:1][C:2]1[CH:3]=[C:4]([C:9]2[CH:10]=[C:11]([CH2:20][OH:21])[C:12](=[O:19])[N:13]([CH2:15][CH:16]([CH3:18])[CH3:17])[N:14]=2)[CH:5]=[CH:6][C:7]=1[CH3:8].C(N(CC)CC)C.[CH3:29][S:30](Cl)(=[O:32])=[O:31].C(=O)([O-])O.[Na+]. The catalyst is C(Cl)Cl. The product is [F:1][C:2]1[CH:3]=[C:4]([C:9]2[CH:10]=[C:11]([CH2:20][O:21][S:30]([CH3:29])(=[O:32])=[O:31])[C:12](=[O:19])[N:13]([CH2:15][CH:16]([CH3:18])[CH3:17])[N:14]=2)[CH:5]=[CH:6][C:7]=1[CH3:8]. The yield is 0.704. (3) The reactants are [Cl:1][C:2]1[C:11]2[C:6](=[C:7]([Cl:12])[CH:8]=[CH:9][CH:10]=2)[C:5]([OH:13])=[CH:4][N:3]=1.C([O-])([O-])=O.[K+].[K+].[CH2:20](I)[CH3:21]. The catalyst is C(#N)C. The product is [Cl:1][C:2]1[C:11]2[C:6](=[C:7]([Cl:12])[CH:8]=[CH:9][CH:10]=2)[C:5]([O:13][CH2:20][CH3:21])=[CH:4][N:3]=1. The yield is 0.530. (4) The reactants are N#N.[CH3:3][O:4][CH2:5][CH2:6][O:7][CH2:8][CH2:9][O:10][CH2:11][CH2:12][O:13][CH2:14][CH2:15][O:16][CH2:17][CH2:18][O:19][CH2:20][CH2:21][O:22][CH2:23][CH2:24][O:25][C:26]1[CH:27]=[C:28]([CH:30]=[C:31]([O:33][CH3:34])[CH:32]=1)[NH2:29].Cl[C:36]1[CH:41]=[C:40]([O:42][C:43]2[C:52]3[C:47](=[CH:48][CH:49]=[CH:50][CH:51]=3)[C:46]([NH:53][C:54](=[O:60])[O:55][C:56]([CH3:59])([CH3:58])[CH3:57])=[CH:45][CH:44]=2)[CH:39]=[CH:38][N:37]=1.C1C=CC(P(C2C(C3C(P(C4C=CC=CC=4)C4C=CC=CC=4)=CC=C4C=3C=CC=C4)=C3C(C=CC=C3)=CC=2)C2C=CC=CC=2)=CC=1.C([O-])([O-])=O.[Cs+].[Cs+]. The catalyst is O1CCOCC1.C1C=CC(/C=C/C(/C=C/C2C=CC=CC=2)=O)=CC=1.C1C=CC(/C=C/C(/C=C/C2C=CC=CC=2)=O)=CC=1.C1C=CC(/C=C/C(/C=C/C2C=CC=CC=2)=O)=CC=1.[Pd].[Pd]. The product is [CH3:3][O:4][CH2:5][CH2:6][O:7][CH2:8][CH2:9][O:10][CH2:11][CH2:12][O:13][CH2:14][CH2:15][O:16][CH2:17][CH2:18][O:19][CH2:20][CH2:21][O:22][CH2:23][CH2:24][O:25][C:26]1[CH:27]=[C:28]([NH:29][C:36]2[CH:41]=[C:40]([O:42][C:43]3[C:52]4[C:47](=[CH:48][CH:49]=[CH:50][CH:51]=4)[C:46]([NH:53][C:54](=[O:60])[O:55][C:56]([CH3:58])([CH3:57])[CH3:59])=[CH:45][CH:44]=3)[CH:39]=[CH:38][N:37]=2)[CH:30]=[C:31]([O:33][CH3:34])[CH:32]=1. The yield is 0.500. (5) The reactants are [F:1][C:2]1[CH:7]=[CH:6][C:5]([N:8]2[C:16]3[C:11](=[CH:12][C:13]([C:20](OC)=[O:21])=[C:14]([CH:17]([CH3:19])[CH3:18])[CH:15]=3)[CH:10]=[N:9]2)=[CH:4][CH:3]=1.[Li+].[BH4-]. The catalyst is C1COCC1. The product is [F:1][C:2]1[CH:3]=[CH:4][C:5]([N:8]2[C:16]3[C:11](=[CH:12][C:13]([CH2:20][OH:21])=[C:14]([CH:17]([CH3:19])[CH3:18])[CH:15]=3)[CH:10]=[N:9]2)=[CH:6][CH:7]=1. The yield is 0.930. (6) The reactants are C(P(C(C)(C)C)C1C=CC=CC=1C1C=CC=CC=1)(C)(C)C.[C:22]([O:26][C:27]([N:29]1[C:41]2[CH2:40][CH:39]([C:42]([S:48]([C:51]3[CH:56]=[CH:55][CH:54]=[CH:53][CH:52]=3)(=[O:50])=[O:49])([C:44]([O:46][CH3:47])=[O:45])[CH3:43])[CH2:38][CH2:37][C:36]=2[C:35]2[C:30]1=[CH:31][CH:32]=[C:33](Br)[CH:34]=2)=[O:28])([CH3:25])([CH3:24])[CH3:23].[CH3:58][NH:59][CH3:60].C([O-])([O-])=O.[Na+].[Na+]. The catalyst is C1(C)C=CC=CC=1.C1COCC1.CCOC(C)=O.[Pd].[Pd].C(=CC(C=CC1C=CC=CC=1)=O)C1C=CC=CC=1.C(=CC(C=CC1C=CC=CC=1)=O)C1C=CC=CC=1.C(=CC(C=CC1C=CC=CC=1)=O)C1C=CC=CC=1. The product is [C:22]([O:26][C:27]([N:29]1[C:41]2[CH2:40][CH:39]([C:42]([S:48]([C:51]3[CH:56]=[CH:55][CH:54]=[CH:53][CH:52]=3)(=[O:50])=[O:49])([C:44]([O:46][CH3:47])=[O:45])[CH3:43])[CH2:38][CH2:37][C:36]=2[C:35]2[C:30]1=[CH:31][CH:32]=[C:33]([N:59]([CH3:60])[CH3:58])[CH:34]=2)=[O:28])([CH3:25])([CH3:24])[CH3:23]. The yield is 0.240. (7) The reactants are [CH2:1]([O:3][C:4](=[O:18])[CH2:5][C:6]1[CH:11]=[CH:10][C:9](I)=[C:8]([O:13][CH2:14][CH:15]2[CH2:17][CH2:16]2)[CH:7]=1)[CH3:2].[F:19][C:20]([F:31])([F:30])[C:21]1[CH:26]=[CH:25][C:24](B(O)O)=[CH:23][CH:22]=1.[F-].[Cs+].CCOC(C)=O. The catalyst is COCCOC.C1C=CC([P]([Pd]([P](C2C=CC=CC=2)(C2C=CC=CC=2)C2C=CC=CC=2)([P](C2C=CC=CC=2)(C2C=CC=CC=2)C2C=CC=CC=2)[P](C2C=CC=CC=2)(C2C=CC=CC=2)C2C=CC=CC=2)(C2C=CC=CC=2)C2C=CC=CC=2)=CC=1.O. The product is [CH2:1]([O:3][C:4](=[O:18])[CH2:5][C:6]1[CH:11]=[CH:10][C:9]([C:24]2[CH:25]=[CH:26][C:21]([C:20]([F:31])([F:30])[F:19])=[CH:22][CH:23]=2)=[C:8]([O:13][CH2:14][CH:15]2[CH2:17][CH2:16]2)[CH:7]=1)[CH3:2]. The yield is 0.850. (8) The yield is 0.370. The product is [O:1]1[C:5]2[CH:6]=[CH:7][CH:8]=[CH:9][C:4]=2[CH:3]=[C:2]1[C:10]1[C:18]2[C:13](=[CH:14][CH:15]=[C:16]([C:19]([NH:56][CH2:55][CH2:54][N:53]([CH3:57])[CH3:52])=[O:21])[CH:17]=2)[NH:12][N:11]=1. No catalyst specified. The reactants are [O:1]1[C:5]2[CH:6]=[CH:7][CH:8]=[CH:9][C:4]=2[CH:3]=[C:2]1[C:10]1[C:18]2[C:13](=[CH:14][CH:15]=[C:16]([C:19]([OH:21])=O)[CH:17]=2)[N:12](C2CCCCO2)[N:11]=1.F[P-](F)(F)(F)(F)F.N1(OC(N(C)C)=[N+](C)C)C2C=CC=CC=2N=N1.[CH3:52][N:53]([CH3:57])[CH2:54][CH2:55][NH2:56]. (9) The reactants are Br[C:2]1[CH:10]=[C:9]2[C:5]([CH:6]=[N:7][N:8]2[CH2:11][C:12]([CH3:15])([OH:14])[CH3:13])=[CH:4][C:3]=1[O:16][C:17]1[CH:22]=[CH:21][C:20]([F:23])=[CH:19][C:18]=1[F:24].C1(P(C2C=CC=CC=2)CCCP(C2C=CC=CC=2)C2C=CC=CC=2)C=CC=CC=1.[C:54](=O)([O-:56])[O-:55].[K+].[K+]. The catalyst is C([O-])(=O)C.[Pd+2].C([O-])(=O)C.CO.O. The product is [F:24][C:18]1[CH:19]=[C:20]([F:23])[CH:21]=[CH:22][C:17]=1[O:16][C:3]1[CH:4]=[C:5]2[C:9](=[CH:10][C:2]=1[C:54]([OH:56])=[O:55])[N:8]([CH2:11][C:12]([OH:14])([CH3:15])[CH3:13])[N:7]=[CH:6]2. The yield is 0.444.